Dataset: Catalyst prediction with 721,799 reactions and 888 catalyst types from USPTO. Task: Predict which catalyst facilitates the given reaction. (1) The catalyst class is: 160. Product: [CH:14]1([N:12]2[CH:13]=[C:9]([O:8][C:6]3[CH:5]=[CH:4][N:3]=[C:2]([NH:23][C:24]4[CH:31]=[CH:30][C:27]([C:28]#[N:29])=[CH:26][CH:25]=4)[CH:7]=3)[C:10]([CH:17]3[CH2:22][CH2:21][O:20][CH2:19][CH2:18]3)=[N:11]2)[CH2:16][CH2:15]1. Reactant: Cl[C:2]1[CH:7]=[C:6]([O:8][C:9]2[C:10]([CH:17]3[CH2:22][CH2:21][O:20][CH2:19][CH2:18]3)=[N:11][N:12]([CH:14]3[CH2:16][CH2:15]3)[CH:13]=2)[CH:5]=[CH:4][N:3]=1.[NH2:23][C:24]1[CH:31]=[CH:30][C:27]([C:28]#[N:29])=[CH:26][CH:25]=1.C(=O)([O-])[O-].[Cs+].[Cs+].C1(P(C2C=CC=CC=2)C2C3OC4C(=CC=CC=4P(C4C=CC=CC=4)C4C=CC=CC=4)C(C)(C)C=3C=CC=2)C=CC=CC=1. (2) Reactant: [Cl:1][C:2]1[CH:7]=[CH:6][C:5]([N+:8]([O-:10])=[O:9])=[C:4](F)[CH:3]=1.[NH:12]1[CH:16]=[CH:15][CH:14]=[C:13]1[C:17]([O:19][CH3:20])=[O:18].C([O-])([O-])=O.[Cs+].[Cs+].CN(C=O)C. Product: [Cl:1][C:2]1[CH:7]=[CH:6][C:5]([N+:8]([O-:10])=[O:9])=[C:4]([N:12]2[CH:16]=[CH:15][CH:14]=[C:13]2[C:17]([O:19][CH3:20])=[O:18])[CH:3]=1. The catalyst class is: 6. (3) Reactant: Br[C:2]1[CH:3]=[CH:4][C:5]([NH:8][C:9]2[S:10][CH:11]=[CH:12][N:13]=2)=[N:6][CH:7]=1.C[Li].C([Li])CCC.[C:21]1([S:27][S:27][C:21]2[CH:26]=[CH:25][CH:24]=[CH:23][CH:22]=2)[CH:26]=[CH:25][CH:24]=[CH:23][CH:22]=1.[NH4+].[Cl-]. Product: [C:21]1([S:27][C:2]2[CH:3]=[CH:4][C:5]([NH:8][C:9]3[S:10][CH:11]=[CH:12][N:13]=3)=[N:6][CH:7]=2)[CH:26]=[CH:25][CH:24]=[CH:23][CH:22]=1. The catalyst class is: 165. (4) Reactant: [CH:1]1([C:7]2[C:8]([CH2:13][O:14]C(=O)C)=[N:9][CH:10]=[CH:11][CH:12]=2)[CH2:6][CH2:5][CH2:4][CH2:3][CH2:2]1.C([O-])([O-])=O.[K+].[K+]. Product: [CH:1]1([C:7]2[C:8]([CH2:13][OH:14])=[N:9][CH:10]=[CH:11][CH:12]=2)[CH2:2][CH2:3][CH2:4][CH2:5][CH2:6]1. The catalyst class is: 5. (5) Reactant: [CH3:1][C:2]([CH3:16])([O:4][C:5]([NH:7][C@H:8]([C:12]([O:14][CH3:15])=[O:13])[C@H:9]([CH3:11])[OH:10])=[O:6])[CH3:3].[C:17]1([CH3:27])[CH:22]=[CH:21][C:20]([S:23](Cl)(=[O:25])=[O:24])=[CH:19][CH:18]=1. Product: [CH3:16][C:2]([CH3:1])([O:4][C:5]([NH:7][C@H:8]([C:12]([O:14][CH3:15])=[O:13])[C@H:9]([CH3:11])[O:10][S:23]([C:20]1[CH:21]=[CH:22][C:17]([CH3:27])=[CH:18][CH:19]=1)(=[O:25])=[O:24])=[O:6])[CH3:3]. The catalyst class is: 17.